From a dataset of Peptide-MHC class I binding affinity with 185,985 pairs from IEDB/IMGT. Regression. Given a peptide amino acid sequence and an MHC pseudo amino acid sequence, predict their binding affinity value. This is MHC class I binding data. The peptide sequence is KRASGDPYF. The MHC is HLA-B44:02 with pseudo-sequence HLA-B44:02. The binding affinity (normalized) is 0.0847.